Dataset: Catalyst prediction with 721,799 reactions and 888 catalyst types from USPTO. Task: Predict which catalyst facilitates the given reaction. (1) Reactant: [C:1](Cl)(=[O:5])[CH2:2][CH2:3][CH3:4].[CH3:7][N:8]([CH3:26])[C:9]1([C:20]2[S:21][C:22]([CH3:25])=[CH:23][CH:24]=2)[CH2:19][CH2:18][C:12]2([CH2:16][CH2:15][NH:14][C:13]2=O)[CH2:11][CH2:10]1.C(N(CC)CC)C.C(=O)([O-])[O-].[K+].[K+]. Product: [CH3:7][N:8]([CH3:26])[C:9]1([C:20]2[S:21][C:22]([CH3:25])=[CH:23][CH:24]=2)[CH2:10][CH2:11][C:12]2([CH2:16][CH2:15][N:14]([C:1](=[O:5])[CH2:2][CH2:3][CH3:4])[CH2:13]2)[CH2:18][CH2:19]1. The catalyst class is: 2. (2) Reactant: Br[C:2]1[CH:7]=[CH:6][C:5]([NH:8][CH2:9][C:10]2[CH:15]=[CH:14][C:13]([Cl:16])=[CH:12][C:11]=2[C:17]2[CH:18]=[CH:19][C:20]([C:23]([NH:25][CH2:26][CH2:27][C:28]([O:30][CH2:31][CH3:32])=[O:29])=[O:24])=[N:21][CH:22]=2)=[C:4]([F:33])[CH:3]=1.[Cl:34][C:35]1[CH:40]=[C:39]([Cl:41])[CH:38]=[CH:37][C:36]=1B(O)O.C([O-])([O-])=O.[K+].[K+].O. Product: [Cl:16][C:13]1[CH:14]=[CH:15][C:10]([CH2:9][NH:8][C:5]2[CH:6]=[CH:7][C:2]([C:38]3[CH:37]=[CH:36][C:35]([Cl:34])=[CH:40][C:39]=3[Cl:41])=[CH:3][C:4]=2[F:33])=[C:11]([C:17]2[CH:18]=[CH:19][C:20]([C:23]([NH:25][CH2:26][CH2:27][C:28]([O:30][CH2:31][CH3:32])=[O:29])=[O:24])=[N:21][CH:22]=2)[CH:12]=1. The catalyst class is: 800. (3) Reactant: N[CH:2]([CH2:6][C:7]([F:10])([F:9])[F:8])[C:3]([OH:5])=[O:4].[C:19](O[C:19]([O:21][C:22]([CH3:25])([CH3:24])[CH3:23])=[O:20])([O:21][C:22]([CH3:25])([CH3:24])[CH3:23])=[O:20]. Product: [C:22]([O:21][C:19]([CH:2]([CH2:6][C:7]([F:10])([F:9])[F:8])[C:3]([OH:5])=[O:4])=[O:20])([CH3:23])([CH3:24])[CH3:25]. The catalyst class is: 2. (4) Reactant: C(OC([N:11]1[CH2:16][CH2:15][CH2:14][CH:13]([NH:17][C:18]([O:20][C:21]([CH3:24])([CH3:23])[CH3:22])=[O:19])[CH2:12]1)=O)C1C=CC=CC=1. Product: [C:21]([O:20][C:18](=[O:19])[NH:17][CH:13]1[CH2:14][CH2:15][CH2:16][NH:11][CH2:12]1)([CH3:24])([CH3:22])[CH3:23]. The catalyst class is: 63. (5) Reactant: C1C2CCC3C=CC=CC=3N(C(Cl)=O)C=2C=CC=1.[CH:19]1[C:29]2[CH2:28][CH2:27][C:26]3[CH:30]=[CH:31][CH:32]=[CH:33][C:25]=3[N:24]([C:34]([N:36]=[C:37]=[S:38])=[O:35])[C:23]=2[CH:22]=[CH:21][CH:20]=1.[Cl:39][C:40]1[CH:41]=[C:42]([CH:44]=[CH:45][C:46]=1[O:47][C:48]1[C:57]2[C:52](=[CH:53][C:54]([O:60][CH3:61])=[C:55]([O:58][CH3:59])[CH:56]=2)[N:51]=[CH:50][CH:49]=1)[NH2:43].C1(C)C=CC=CC=1. Product: [CH:19]1[C:29]2[CH2:28][CH2:27][C:26]3[CH:30]=[CH:31][CH:32]=[CH:33][C:25]=3[N:24]([C:34]([N:36]=[C:37]=[S:38])=[O:35])[C:23]=2[CH:22]=[CH:21][CH:20]=1.[Cl:39][C:40]1[CH:41]=[C:42]([NH:43][C:37]([NH:36][C:34]([N:24]2[C:25]3[CH:33]=[CH:32][CH:31]=[CH:30][C:26]=3[CH2:27][CH2:28][C:29]3[CH:19]=[CH:20][CH:21]=[CH:22][C:23]2=3)=[O:35])=[S:38])[CH:44]=[CH:45][C:46]=1[O:47][C:48]1[C:57]2[C:52](=[CH:53][C:54]([O:60][CH3:61])=[C:55]([O:58][CH3:59])[CH:56]=2)[N:51]=[CH:50][CH:49]=1. The catalyst class is: 8. (6) Reactant: [SH:1][C:2]1[C:7]([C:8]([OH:10])=O)=[CH:6][CH:5]=[CH:4][N:3]=1.[CH:11]1([NH2:17])[CH2:16][CH2:15][CH2:14][CH2:13][CH2:12]1.CCN(CC)CC.C1C=CC2N(O)N=NC=2C=1.CCN=C=NCCCN(C)C. Product: [CH:11]1([NH:17][C:8]([C:7]2[C:2]([SH:1])=[N:3][CH:4]=[CH:5][CH:6]=2)=[O:10])[CH2:16][CH2:15][CH2:14][CH2:13][CH2:12]1. The catalyst class is: 34. (7) Product: [NH2:16][C:15]1[CH:14]=[CH:13][C:4]([O:5][C:6]2[CH:11]=[CH:10][N:9]=[C:8]([NH2:12])[CH:7]=2)=[CH:3][C:2]=1[CH3:1]. The catalyst class is: 129. Reactant: [CH3:1][C:2]1[CH:3]=[C:4]([CH:13]=[CH:14][C:15]=1[N+:16]([O-])=O)[O:5][C:6]1[CH:11]=[CH:10][N:9]=[C:8]([NH2:12])[CH:7]=1. (8) Reactant: [C:1]([NH2:4])(=O)[CH3:2].O=P(Cl)(Cl)Cl.[F:10][C:11]([F:24])([F:23])[O:12][C:13]1[CH:22]=[CH:21][C:16]2[N:17]=[C:18]([NH2:20])[S:19][C:15]=2[CH:14]=1.[OH-].[Na+]. Product: [F:24][C:11]([F:10])([F:23])[O:12][C:13]1[CH:22]=[CH:21][C:16]2[N:17]=[C:18]([N:20]=[C:1]([NH2:4])[CH3:2])[S:19][C:15]=2[CH:14]=1. The catalyst class is: 11.